This data is from Forward reaction prediction with 1.9M reactions from USPTO patents (1976-2016). The task is: Predict the product of the given reaction. Given the reactants [NH2:1][C@@H:2]([CH2:10][CH2:11][CH2:12][NH:13][S:14]([C:17]1[CH:22]=[CH:21][C:20]([CH3:23])=[CH:19][CH:18]=1)(=[O:16])=[O:15])[C:3]([O:5][C:6]([CH3:9])([CH3:8])[CH3:7])=[O:4].C(OC(N[C@@H](CCCNS([C:47]1[CH:52]=[CH:51][C:50]([CH3:53])=[CH:49][CH:48]=1)(=O)=O)C(OC(C)(C)C)=O)=O)(C)(C)C.[C:54](Cl)(=[O:57])[CH2:55][CH3:56].CN([C:62]([O:66]N1N=NC2C=CC=CC1=2)=[N+](C)C)C.F[P-](F)(F)(F)(F)F.[CH3:83][CH2:84][N:85](C(C)C)C(C)C, predict the reaction product. The product is: [CH2:53]([N:85]1[CH:84]=[CH:83][CH:56]=[C:55]([C:62]([NH:1][C@@H:2]([CH2:10][CH2:11][CH2:12][NH:13][S:14]([C:17]2[CH:22]=[CH:21][C:20]([CH3:23])=[CH:19][CH:18]=2)(=[O:16])=[O:15])[C:3]([O:5][C:6]([CH3:7])([CH3:8])[CH3:9])=[O:4])=[O:66])[C:54]1=[O:57])[C:50]1[CH:49]=[CH:48][CH:47]=[CH:52][CH:51]=1.